From a dataset of Reaction yield outcomes from USPTO patents with 853,638 reactions. Predict the reaction yield, written as a fraction of the theoretical maximum amount of product (1.0 means a 100% yield; for example, 0.34 means a 34% yield). (1) The reactants are [NH2:1][C:2]1[C:3]2[N:4]([C:11]([C@@H:15]3[CH2:23][CH2:22][C@@H:21]4[N:17]([C:18](=[O:24])[CH2:19][CH2:20]4)[CH2:16]3)=[N:12][C:13]=2[Br:14])[CH:5]([F:10])[CH:6](OC)[N:7]=1. The catalyst is N1C=CC=CC=1. The product is [NH2:1][C:2]1[C:3]2[N:4]([C:11]([C@@H:15]3[CH2:23][CH2:22][C@@H:21]4[N:17]([C:18](=[O:24])[CH2:19][CH2:20]4)[CH2:16]3)=[N:12][C:13]=2[Br:14])[C:5]([F:10])=[CH:6][N:7]=1. The yield is 0.406. (2) The reactants are [C:1](=[O:20])([O:18][CH3:19])[O:2][C:3]1[CH:8]=[C:7]([N+:9]([O-:11])=[O:10])[C:6](Br)=[CH:5][C:4]=1[CH:13]1[CH2:17][CH2:16][CH2:15][CH2:14]1.[CH3:21][CH:22]([CH3:26])[CH2:23][C:24]#[CH:25].ClC(OC)=O. The catalyst is C(OCC)(=O)C.Cl[Pd](Cl)([P](C1C=CC=CC=1)(C1C=CC=CC=1)C1C=CC=CC=1)[P](C1C=CC=CC=1)(C1C=CC=CC=1)C1C=CC=CC=1.[Cu]I.C(N(CC)CC)C.CN(C=O)C. The product is [C:1](=[O:20])([O:18][CH3:19])[O:2][C:3]1[CH:8]=[C:7]([N+:9]([O-:11])=[O:10])[C:6]([C:25]#[C:24][CH2:23][CH:22]([CH3:26])[CH3:21])=[CH:5][C:4]=1[CH:13]1[CH2:17][CH2:16][CH2:15][CH2:14]1. The yield is 0.750.